This data is from Full USPTO retrosynthesis dataset with 1.9M reactions from patents (1976-2016). The task is: Predict the reactants needed to synthesize the given product. (1) Given the product [F:30][C:31]1[CH:36]=[CH:35][C:34]([NH:37][C:38]([N:10]2[CH2:11][CH2:12][C:13]3[C:18](=[CH:17][CH:16]=[CH:15][CH:14]=3)[CH:9]2[C:6]2[CH:5]=[CH:4][C:3]([C:2]([F:1])([F:19])[F:20])=[CH:8][CH:7]=2)=[O:39])=[CH:33][CH:32]=1, predict the reactants needed to synthesize it. The reactants are: [F:1][C:2]([F:20])([F:19])[C:3]1[CH:8]=[CH:7][C:6]([CH:9]2[C:18]3[C:13](=[CH:14][CH:15]=[CH:16][CH:17]=3)[CH2:12][CH2:11][NH:10]2)=[CH:5][CH:4]=1.CCN(C(C)C)C(C)C.[F:30][C:31]1[CH:36]=[CH:35][C:34]([N:37]=[C:38]=[O:39])=[CH:33][CH:32]=1. (2) Given the product [F:26][C:23]1[CH:24]=[CH:25][C:20]([C@@H:18]([NH:17][C:15]2[C:14]([C:27]([NH2:29])=[O:28])=[CH:13][N:12]=[C:11]([NH:38][C:37]3[C:32]([O:31][CH3:30])=[N:33][CH:34]=[CH:35][CH:36]=3)[N:16]=2)[CH3:19])=[N:21][CH:22]=1, predict the reactants needed to synthesize it. The reactants are: N1(O[C:11]2[N:16]=[C:15]([NH:17][C@H:18]([C:20]3[CH:25]=[CH:24][C:23]([F:26])=[CH:22][N:21]=3)[CH3:19])[C:14]([C:27]([NH2:29])=[O:28])=[CH:13][N:12]=2)C2C=CC=CC=2N=N1.[CH3:30][O:31][C:32]1[C:37]([NH2:38])=[CH:36][CH:35]=[CH:34][N:33]=1.O.C1(C)C=CC(S(O)(=O)=O)=CC=1. (3) Given the product [F:18][C:2]([F:1])([F:17])[C:3]1[CH:4]=[CH:5][C:6]([C:9]2[N:10]=[CH:11][C:12]([CH:15]([OH:16])[CH2:19][CH2:20][CH3:21])=[CH:13][N:14]=2)=[CH:7][CH:8]=1, predict the reactants needed to synthesize it. The reactants are: [F:1][C:2]([F:18])([F:17])[C:3]1[CH:8]=[CH:7][C:6]([C:9]2[N:14]=[CH:13][C:12]([CH:15]=[O:16])=[CH:11][N:10]=2)=[CH:5][CH:4]=1.[CH2:19]([Mg]Br)[CH2:20][CH3:21]. (4) Given the product [C:9]([N:4]1[CH2:7][CH2:8]1)([C:22]1[CH:27]=[CH:26][CH:25]=[CH:24][CH:23]=1)([C:16]1[CH:21]=[CH:20][CH:19]=[CH:18][CH:17]=1)[C:10]1[CH:15]=[CH:14][CH:13]=[CH:12][CH:11]=1, predict the reactants needed to synthesize it. The reactants are: Cl.C([N:4]([CH2:7][CH3:8])CC)C.[C:9](Cl)([C:22]1[CH:27]=[CH:26][CH:25]=[CH:24][CH:23]=1)([C:16]1[CH:21]=[CH:20][CH:19]=[CH:18][CH:17]=1)[C:10]1[CH:15]=[CH:14][CH:13]=[CH:12][CH:11]=1.CS(Cl)(=O)=O. (5) Given the product [CH3:53][C:50]([O:49][C:47]([NH:46][C@@H:45]([CH2:44][CH2:43][C:42]([C:7]1[CH:12]=[CH:11][C:10]([O:13][CH2:14][C:15]2[CH:20]=[CH:19][CH:18]=[CH:17][C:16]=2[F:21])=[C:9]([O:22][CH3:23])[CH:8]=1)=[O:41])[C:54]([O:56][CH3:57])=[O:55])=[O:48])([CH3:51])[CH3:52], predict the reactants needed to synthesize it. The reactants are: BrCCBr.[Mg].Br[C:7]1[CH:12]=[CH:11][C:10]([O:13][CH2:14][C:15]2[CH:20]=[CH:19][CH:18]=[CH:17][C:16]=2[F:21])=[C:9]([O:22][CH3:23])[CH:8]=1.FC1C=CC=CC=1COC1C=CC=CC=1OC.[O:41]=[C:42]1[N:46]([C:47]([O:49][C:50]([CH3:53])([CH3:52])[CH3:51])=[O:48])[C@H:45]([C:54]([O:56][CH3:57])=[O:55])[CH2:44][CH2:43]1. (6) The reactants are: [CH3:1][NH:2][CH3:3].[CH2:4]([O:6][C:7](=[O:22])[CH2:8][C:9]1[C:18]2[C:13](=[CH:14][CH:15]=[C:16]([CH:19]=O)[CH:17]=2)[CH:12]=[CH:11][C:10]=1[Cl:21])[CH3:5].C([BH3-])#N.[Na+].C(O)(=O)C. Given the product [CH2:4]([O:6][C:7](=[O:22])[CH2:8][C:9]1[C:18]2[C:13](=[CH:14][CH:15]=[C:16]([CH2:19][N:2]([CH3:3])[CH3:1])[CH:17]=2)[CH:12]=[CH:11][C:10]=1[Cl:21])[CH3:5], predict the reactants needed to synthesize it. (7) The reactants are: [CH3:1][N:2]1[CH:6]=[C:5]([C:7]2[CH:12]=[C:11]([O:13][C:14]3[N:15]=[CH:16][C:17]([NH:20]C(=O)C)=[N:18][CH:19]=3)[CH:10]=[CH:9][N:8]=2)[CH:4]=[N:3]1.Cl. Given the product [CH3:1][N:2]1[CH:6]=[C:5]([C:7]2[CH:12]=[C:11]([O:13][C:14]3[N:15]=[CH:16][C:17]([NH2:20])=[N:18][CH:19]=3)[CH:10]=[CH:9][N:8]=2)[CH:4]=[N:3]1, predict the reactants needed to synthesize it.